Dataset: Forward reaction prediction with 1.9M reactions from USPTO patents (1976-2016). Task: Predict the product of the given reaction. Given the reactants [O:1]=[C:2]([CH2:6][CH3:7])[C:3]([OH:5])=[O:4].S(=O)(=O)(O)O.[CH2:13](O)[CH3:14], predict the reaction product. The product is: [CH2:13]([O:4][C:3](=[O:5])[C:2](=[O:1])[CH2:6][CH3:7])[CH3:14].